From a dataset of Catalyst prediction with 721,799 reactions and 888 catalyst types from USPTO. Predict which catalyst facilitates the given reaction. (1) Reactant: [H-].[Na+].CN(C)C=O.[Cl:8][C:9]1[N:10]=[C:11]([N:19]2[CH2:23][CH2:22][C@H:21]([NH:24][C:25](=[O:31])[O:26][C:27]([CH3:30])([CH3:29])[CH3:28])[CH2:20]2)[C:12]2[N:18]=[CH:17][CH:16]=[CH:15][C:13]=2[N:14]=1.Br[CH2:33][CH2:34][CH2:35][CH2:36][CH3:37]. Product: [Cl:8][C:9]1[N:10]=[C:11]([N:19]2[CH2:23][CH2:22][C@H:21]([N:24]([CH2:33][CH2:34][CH2:35][CH2:36][CH3:37])[C:25](=[O:31])[O:26][C:27]([CH3:28])([CH3:30])[CH3:29])[CH2:20]2)[C:12]2[N:18]=[CH:17][CH:16]=[CH:15][C:13]=2[N:14]=1. The catalyst class is: 6. (2) Reactant: [F:1][C:2]1[CH:19]=[CH:18][C:5]([C:6]([CH:8]2C(=O)O[C:11](C)([CH3:15])[O:10][C:9]2=[O:17])=[O:7])=[CH:4][CH:3]=1. Product: [F:1][C:2]1[CH:3]=[CH:4][C:5]([C:6](=[O:7])[CH2:8][C:9]([O:10][CH2:11][CH3:15])=[O:17])=[CH:18][CH:19]=1. The catalyst class is: 8. (3) The catalyst class is: 95. Reactant: [CH3:1][O:2][C:3](=[O:10])[CH:4](Cl)[C:5](=[O:8])[CH2:6][CH3:7].C1(O)C=CC=CC=1.[C:18]([C:20]1[CH:21]=[C:22]([OH:28])[CH:23]=[C:24]([C:26]#[N:27])[CH:25]=1)#[N:19].C(=O)([O-])[O-].[Cs+].[Cs+]. Product: [CH3:1][O:2][C:3](=[O:10])[CH:4]([O:28][C:22]1[CH:21]=[C:20]([C:18]#[N:19])[CH:25]=[C:24]([C:26]#[N:27])[CH:23]=1)[C:5](=[O:8])[CH2:6][CH3:7]. (4) Reactant: C1CCC(N=C=NC2CCCCC2)CC1.[O:16]1[CH:20]=[CH:19][C:18]([C:21]([OH:23])=[O:22])=[CH:17]1.O[N:25]1[C:29](=[O:30])[CH2:28][CH2:27][C:26]1=[O:31]. Product: [O:16]1[CH:20]=[CH:19][C:18]([C:21]([O:23][N:25]2[C:29](=[O:30])[CH2:28][CH2:27][C:26]2=[O:31])=[O:22])=[CH:17]1. The catalyst class is: 1. (5) Reactant: [F:1][C:2]1[CH:8]=[C:7]([C:9]([F:12])([F:11])[F:10])[CH:6]=[CH:5][C:3]=1[NH2:4].[I:13]Cl. Product: [F:1][C:2]1[CH:8]=[C:7]([C:9]([F:10])([F:11])[F:12])[CH:6]=[C:5]([I:13])[C:3]=1[NH2:4]. The catalyst class is: 138.